Dataset: Forward reaction prediction with 1.9M reactions from USPTO patents (1976-2016). Task: Predict the product of the given reaction. (1) Given the reactants [Cl:1][C:2]1[C:3]([N:8]2[C:12]([C:13]3[O:26][C:25](=[O:27])[C:24]4[C:23]5[C:18](=[N:19][CH:20]=[CH:21][CH:22]=5)[CH:17]=[CH:16][C:15]=4[N:14]=3)=[CH:11][C:10]([C:28]([F:31])([F:30])[F:29])=[N:9]2)=[N:4][CH:5]=[CH:6][CH:7]=1.C(#N)C.O.[CH:36]([NH2:39])([CH3:38])[CH3:37], predict the reaction product. The product is: [CH:36]([NH:39][C:25]([C:24]1[C:23]2[CH:22]=[CH:21][CH:20]=[N:19][C:18]=2[CH:17]=[CH:16][C:15]=1[NH:14][C:13]([C:12]1[N:8]([C:3]2[C:2]([Cl:1])=[CH:7][CH:6]=[CH:5][N:4]=2)[N:9]=[C:10]([C:28]([F:31])([F:29])[F:30])[CH:11]=1)=[O:26])=[O:27])([CH3:38])[CH3:37]. (2) The product is: [OH:20][CH2:19][C:18]1[C:17]2[C:12](=[CH:13][CH:14]=[CH:15][CH:16]=2)[NH:11][C:10]=1[C:8]([N:5]1[CH2:6][CH2:7][N:2]([CH3:1])[CH2:3][CH2:4]1)=[O:9]. Given the reactants [CH3:1][N:2]1[CH2:7][CH2:6][N:5]([C:8]([C:10]2[NH:11][C:12]3[C:17]([C:18]=2[CH:19]=[O:20])=[CH:16][CH:15]=[CH:14][CH:13]=3)=[O:9])[CH2:4][CH2:3]1.[BH4-].[Na+], predict the reaction product. (3) Given the reactants FC(F)(F)C1C=C(NC(=O)NC2C=CC(C3SC(CCC(OC)=O)=NC=3)=CC=2)C=CC=1.[NH2:32][C:33]1[CH:38]=[CH:37][C:36]([C:39]2[N:40]=[C:41]([CH:44]3[CH2:49][CH2:48][N:47]([CH2:50][C:51]([O:53][CH2:54][CH3:55])=[O:52])[CH2:46][CH2:45]3)[S:42][CH:43]=2)=[CH:35][CH:34]=1.[F:56][C:57]1[CH:62]=[CH:61][CH:60]=[CH:59][C:58]=1[N:63]=[C:64]=[O:65], predict the reaction product. The product is: [F:56][C:57]1[CH:62]=[CH:61][CH:60]=[CH:59][C:58]=1[NH:63][C:64](=[O:65])[NH:32][C:33]1[CH:38]=[CH:37][C:36]([C:39]2[N:40]=[C:41]([CH:44]3[CH2:49][CH2:48][N:47]([CH2:50][C:51]([O:53][CH2:54][CH3:55])=[O:52])[CH2:46][CH2:45]3)[S:42][CH:43]=2)=[CH:35][CH:34]=1. (4) Given the reactants [F:1][C:2]([F:14])([F:13])[O:3][C:4]1[CH:9]=[CH:8][C:7](B(O)O)=[CH:6][CH:5]=1.[N:15]12[CH2:22][CH2:21][CH:18]([CH2:19][CH2:20]1)[C@@H:17]([NH:23][C:24]([C:26]1[O:27][C:28]3[CH:34]=[C:33](Br)[CH:32]=[CH:31][C:29]=3[CH:30]=1)=[O:25])[CH2:16]2.[OH-].[Na+], predict the reaction product. The product is: [N:15]12[CH2:20][CH2:19][CH:18]([CH2:21][CH2:22]1)[C@@H:17]([NH:23][C:24]([C:26]1[O:27][C:28]3[CH:34]=[C:33]([C:7]4[CH:8]=[CH:9][C:4]([O:3][C:2]([F:14])([F:13])[F:1])=[CH:5][CH:6]=4)[CH:32]=[CH:31][C:29]=3[CH:30]=1)=[O:25])[CH2:16]2. (5) Given the reactants [C:1]([O:5][C:6](=[O:25])[N:7]([CH2:9][C:10]1[CH:14]=[C:13](Br)[N:12](S(C2C=NC=CC=2)(=O)=O)[CH:11]=1)[CH3:8])([CH3:4])([CH3:3])[CH3:2].[F:26][C:27]1[CH:32]=[CH:31][C:30]([F:33])=[CH:29][C:28]=1B(O)O.C(=O)([O-])[O-].[Na+].[Na+], predict the reaction product. The product is: [C:1]([O:5][C:6](=[O:25])[N:7]([CH2:9][C:10]1[CH:14]=[C:13]([C:31]2[CH:32]=[C:27]([F:26])[CH:28]=[CH:29][C:30]=2[F:33])[NH:12][CH:11]=1)[CH3:8])([CH3:2])([CH3:3])[CH3:4]. (6) Given the reactants ClC1C(OCC2(C(F)(F)F)CCCCC2)=C[C:5](F)=[C:6]([CH:14]=1)C(OC(C)(C)C)=O.Cl[C:29]1[C:30]([O:43][CH2:44][CH:45]2[CH2:50][CH2:49][CH2:48][C:47]([CH3:52])([CH3:51])[CH2:46]2)=[CH:31][C:32]([F:42])=[C:33]([CH:41]=1)[C:34]([O:36][C:37]([CH3:40])([CH3:39])[CH3:38])=[O:35], predict the reaction product. The product is: [CH:14]1([C:29]2[C:30]([O:43][CH2:44][CH:45]3[CH2:50][CH2:49][CH2:48][C:47]([CH3:52])([CH3:51])[CH2:46]3)=[CH:31][C:32]([F:42])=[C:33]([CH:41]=2)[C:34]([O:36][C:37]([CH3:40])([CH3:39])[CH3:38])=[O:35])[CH2:6][CH2:5]1. (7) Given the reactants [CH3:1][C:2]1[N:10]([CH2:11][C:12]2[CH:17]=[CH:16][C:15]([N+:18]([O-])=O)=[CH:14][CH:13]=2)[C:5]2=[N:6][CH:7]=[CH:8][CH:9]=[C:4]2[C:3]=1[CH2:21][C:22]([OH:24])=[O:23].[OH-].[Na+].COC(=O)CC1C2C(=NC=CC=2)N(CC2C=CC([N+]([O-])=O)=CC=2)C=1C, predict the reaction product. The product is: [NH2:18][C:15]1[CH:14]=[CH:13][C:12]([CH2:11][N:10]2[C:5]3=[N:6][CH:7]=[CH:8][CH:9]=[C:4]3[C:3]([CH2:21][C:22]([OH:24])=[O:23])=[C:2]2[CH3:1])=[CH:17][CH:16]=1. (8) Given the reactants [OH:1][C:2]1[CH:14]=[CH:13][C:5]2[C:6]([CH2:9][C:10]([OH:12])=[O:11])=[CH:7][O:8][C:4]=2[CH:3]=1.[NH2:15][C@@H:16]([CH3:31])[C:17]([C:25]1[CH:30]=[CH:29][CH:28]=[CH:27][CH:26]=1)([C:19]1[CH:24]=[CH:23][CH:22]=[CH:21][CH:20]=1)[OH:18].C(OC(C)C)(C)C, predict the reaction product. The product is: [NH2:15][C@@H:16]([CH3:31])[C:17]([C:25]1[CH:30]=[CH:29][CH:28]=[CH:27][CH:26]=1)([C:19]1[CH:24]=[CH:23][CH:22]=[CH:21][CH:20]=1)[OH:18].[OH:1][C:2]1[CH:14]=[CH:13][C:5]2[C:6]([CH2:9][C:10]([OH:12])=[O:11])=[CH:7][O:8][C:4]=2[CH:3]=1.